From a dataset of Reaction yield outcomes from USPTO patents with 853,638 reactions. Predict the reaction yield, written as a fraction of the theoretical maximum amount of product (1.0 means a 100% yield; for example, 0.34 means a 34% yield). (1) The reactants are O=P(Cl)(Cl)[Cl:3].[CH2:6]([O:13][C:14]([N:16]1[CH2:25][CH2:24][C:23]2[C:22](O)=[N:21][C:20]([S:27][CH3:28])=[N:19][C:18]=2[CH2:17]1)=[O:15])[C:7]1[CH:12]=[CH:11][CH:10]=[CH:9][CH:8]=1. The catalyst is C(Cl)(Cl)Cl. The product is [CH2:6]([O:13][C:14]([N:16]1[CH2:25][CH2:24][C:23]2[C:22]([Cl:3])=[N:21][C:20]([S:27][CH3:28])=[N:19][C:18]=2[CH2:17]1)=[O:15])[C:7]1[CH:12]=[CH:11][CH:10]=[CH:9][CH:8]=1. The yield is 0.730. (2) The reactants are [OH:1][NH:2][C:3](=[O:11])[O:4][C:5]1[CH:10]=[CH:9][CH:8]=[CH:7][CH:6]=1.C(N(CC)CC)C.[Cl:19][C:20]1[CH:28]=[CH:27][C:23]([C:24](Cl)=[O:25])=[CH:22][CH:21]=1.C(OCC)(=O)C. The catalyst is C1COCC1.O. The product is [Cl:19][C:20]1[CH:28]=[CH:27][C:23]([C:24]([O:1][NH:2][C:3](=[O:11])[O:4][C:5]2[CH:10]=[CH:9][CH:8]=[CH:7][CH:6]=2)=[O:25])=[CH:22][CH:21]=1. The yield is 0.950. (3) The product is [F:35][C:34]1[CH:33]=[CH:32][C:19]([CH2:20][C:21]2[C:30]3[C:25](=[CH:26][CH:27]=[CH:28][CH:29]=3)[C:24](=[O:31])[NH:23][N:22]=2)=[CH:18][C:17]=1[C:15]([N:8]1[CH2:14][CH2:13][CH2:12][N:11]([C:39](=[O:40])[C:38](=[O:42])[C:37]([CH3:44])([CH3:43])[CH3:36])[CH2:10][CH2:9]1)=[O:16]. The catalyst is CN(C=O)C. The reactants are OC(C(F)(F)F)=O.[N:8]1([C:15]([C:17]2[CH:18]=[C:19]([CH:32]=[CH:33][C:34]=2[F:35])[CH2:20][C:21]2[C:30]3[C:25](=[CH:26][CH:27]=[CH:28][CH:29]=3)[C:24](=[O:31])[NH:23][N:22]=2)=[O:16])[CH2:14][CH2:13][CH2:12][NH:11][CH2:10][CH2:9]1.[CH3:36][C:37]([CH3:44])([CH3:43])[C:38](=[O:42])[C:39](O)=[O:40].CCN(C(C)C)C(C)C.CN(C(ON1N=NC2C=CC=NC1=2)=[N+](C)C)C.F[P-](F)(F)(F)(F)F. The yield is 0.0910. (4) The reactants are [Br:1][C:2]1[CH:7]=[CH:6][C:5]([NH:8][C:9]2[C:10]([C:20]([OH:22])=O)=[CH:11][C:12]3[N:16](C)[CH:15]=[N:14][C:13]=3[C:18]=2[F:19])=[C:4]([Cl:23])[CH:3]=1.C1C=CC2N(O)N=[N:30][C:28]=2C=1.C(N(CC)CC)C.CN.CCN=C=NCCCN(C)C. The catalyst is CN(C)C=O.C(OCC)(=O)C.O. The product is [CH3:28][NH:30][C:20]([C:10]1[C:9]([NH:8][C:5]2[CH:6]=[CH:7][C:2]([Br:1])=[CH:3][C:4]=2[Cl:23])=[C:18]([F:19])[C:13]2[N:14]=[CH:15][NH:16][C:12]=2[CH:11]=1)=[O:22]. The yield is 0.420. (5) The reactants are [CH3:1][O:2][C:3](=[O:22])[CH2:4][C:5]1[CH:10]=[C:9]([O:11][CH3:12])[C:8]([O:13][Si](C(C)(C)C)(C)C)=[C:7](Br)[CH:6]=1.C1(P(C2CCCCC2)C2C=CC=CC=2C2C(OC)=CC=CC=2OC)CCCCC1.P([O-])([O-])([O-])=O.[K+].[K+].[K+].[CH2:60]([C:62]([OH:95])([CH2:93][CH3:94])/[CH:63]=[CH:64]/[C:65]1[CH:70]=[CH:69][C:68]([C:71]([CH2:90][CH3:91])([C:74]2[CH:79]=[CH:78][C:77](B3OC(C)(C)C(C)(C)O3)=[C:76]([CH3:89])[CH:75]=2)[CH2:72][CH3:73])=[CH:67][C:66]=1[CH3:92])[CH3:61].C(=O)(O)[O-].[Na+]. The catalyst is C1(C)C=CC=CC=1.C([O-])(=O)C.[Pd+2].C([O-])(=O)C.O. The product is [CH3:1][O:2][C:3](=[O:22])[CH2:4][C:5]1[CH:6]=[C:7]([C:77]2[CH:78]=[CH:79][C:74]([C:71]([CH2:72][CH3:73])([C:68]3[CH:69]=[CH:70][C:65]([CH:64]=[CH:63][C:62]([CH2:93][CH3:94])([OH:95])[CH2:60][CH3:61])=[C:66]([CH3:92])[CH:67]=3)[CH2:90][CH3:91])=[CH:75][C:76]=2[CH3:89])[C:8]([OH:13])=[C:9]([O:11][CH3:12])[CH:10]=1. The yield is 0.510. (6) The reactants are COC[O:4][C:5]1[CH:6]=[C:7]([CH:15]=[CH:16][C:17]2[CH:18]=[CH:19][C:20]([C:23]3[CH:28]=[CH:27][CH:26]=[CH:25][N:24]=3)=[N:21][CH:22]=2)[CH:8]=[CH:9][C:10]=1[O:11]COC.Cl.O.[OH-].[Na+]. The catalyst is CO. The product is [OH:4][C:5]1[CH:6]=[C:7]([CH:15]=[CH:16][C:17]2[CH:18]=[CH:19][C:20]([C:23]3[CH:28]=[CH:27][CH:26]=[CH:25][N:24]=3)=[N:21][CH:22]=2)[CH:8]=[CH:9][C:10]=1[OH:11]. The yield is 0.853.